Dataset: Forward reaction prediction with 1.9M reactions from USPTO patents (1976-2016). Task: Predict the product of the given reaction. (1) The product is: [CH3:19][C:20]([CH3:22])=[O:21].[OH:17][S:14]([OH:18])(=[O:16])=[O:15].[O:4]=[Cr:3](=[O:6])=[O:5]. Given the reactants O.O.[Cr:3]([O:6][Cr:3]([O-])(=[O:5])=[O:4])([O-:6])(=[O:5])=[O:4].[Na+].[Na+].[S:14](=[O:18])(=[O:17])([OH:16])[OH:15].[CH3:19][C:20]([CH3:22])=[O:21], predict the reaction product. (2) The product is: [CH3:5][O:6][C:7]1[CH:12]=[CH:11][CH:10]=[CH:9][C:8]=1[CH2:13][CH:14]=[O:15]. Given the reactants S(=O)(=O)=O.[CH3:5][O:6][C:7]1[CH:12]=[CH:11][CH:10]=[CH:9][C:8]=1[CH2:13][CH2:14][OH:15].C(N(CC)CC)C.[Cl-].[Na+], predict the reaction product. (3) Given the reactants [H-].[Na+].[CH3:3][C:4]1[C:13]([CH3:14])=[C:12](O)[C:11]2[C:6](=[C:7]([F:20])[CH:8]=[C:9]([C:16]([CH3:19])([CH3:18])[CH3:17])[CH:10]=2)[N:5]=1.[C:21](Cl)(=[O:25])[CH2:22][CH2:23][CH3:24], predict the reaction product. The product is: [CH3:3][C:4]1[C:13]([CH3:14])=[C:12]([C:21](=[O:25])[CH2:22][CH2:23][CH3:24])[C:11]2[C:6](=[C:7]([F:20])[CH:8]=[C:9]([C:16]([CH3:19])([CH3:18])[CH3:17])[CH:10]=2)[N:5]=1. (4) Given the reactants CCN(C(C)C)C(C)C.[N:10]1[CH:15]=[CH:14][CH:13]=[C:12]([NH2:16])[C:11]=1[NH2:17].[CH3:18][O:19][C:20](=[O:30])[C:21]1[CH:29]=[CH:28][C:24]([C:25](O)=O)=[CH:23][CH:22]=1.CN(C(ON1N=NC2C=CC=CC1=2)=[N+](C)C)C.F[P-](F)(F)(F)(F)F, predict the reaction product. The product is: [N:16]1[C:12]2[C:11](=[N:10][CH:15]=[CH:14][CH:13]=2)[NH:17][C:25]=1[C:24]1[CH:28]=[CH:29][C:21]([C:20]([O:19][CH3:18])=[O:30])=[CH:22][CH:23]=1. (5) Given the reactants [H-].[Al+3].[Li+].[H-].[H-].[H-].[CH2:7]([O:14][C:15]1[CH:20]=[C:19]([CH:21]([CH3:23])[CH3:22])[CH:18]=[CH:17][C:16]=1[CH:24]=[CH:25][N+:26]([O-])=O)[C:8]1[CH:13]=[CH:12][CH:11]=[CH:10][CH:9]=1.[OH-].[Na+].S([O-])([O-])(=O)=O.[Na+].[Na+], predict the reaction product. The product is: [CH2:7]([O:14][C:15]1[CH:20]=[C:19]([CH:21]([CH3:23])[CH3:22])[CH:18]=[CH:17][C:16]=1[CH2:24][CH2:25][NH2:26])[C:8]1[CH:9]=[CH:10][CH:11]=[CH:12][CH:13]=1. (6) Given the reactants [Cl:1][C:2]1[CH:3]=[C:4]2[CH:10]=[C:9]([C:11]([OH:13])=O)[NH:8][C:5]2=[CH:6][N:7]=1.[O:14]1[C:19]2[CH:20]=[CH:21][CH:22]=[CH:23][C:18]=2[O:17][CH2:16][CH:15]1[CH2:24][NH2:25], predict the reaction product. The product is: [O:14]1[C:19]2[CH:20]=[CH:21][CH:22]=[CH:23][C:18]=2[O:17][CH2:16][CH:15]1[CH2:24][NH:25][C:11]([C:9]1[NH:8][C:5]2=[CH:6][N:7]=[C:2]([Cl:1])[CH:3]=[C:4]2[CH:10]=1)=[O:13]. (7) Given the reactants Cl[C:2]1[CH:3]=[C:4]([CH:9]=[CH:10][C:11]=1[NH:12][CH:13]1[CH2:16][CH2:15][CH2:14]1)[C:5]([O:7][CH3:8])=[O:6].[O:17]1[CH2:22][CH2:21][CH:20]([CH:23]2[CH2:28][CH2:27][C:26](=O)[CH2:25][CH2:24]2)[CH2:19][CH2:18]1.C(O)(=O)C.S([O-])([O-])(=O)=O.[Mg+2].P([O-])([O-])([O-])=O.[K+].[K+].[K+], predict the reaction product. The product is: [CH:13]1([N:12]2[C:26]3[CH2:27][CH2:28][CH:23]([CH:20]4[CH2:19][CH2:18][O:17][CH2:22][CH2:21]4)[CH2:24][C:25]=3[C:2]3[C:11]2=[CH:10][CH:9]=[C:4]([C:5]([O:7][CH3:8])=[O:6])[CH:3]=3)[CH2:16][CH2:15][CH2:14]1. (8) Given the reactants [O:1]1[C:5]2[CH:6]=[C:7]([OH:10])[CH:8]=[CH:9][C:4]=2[CH2:3][CH2:2]1.Cl[C:12]1[CH:13]=[CH:14][C:15]([N+:27]([O-:29])=[O:28])=[C:16]([CH2:18][NH:19][C:20](=[O:26])[O:21][C:22]([CH3:25])([CH3:24])[CH3:23])[CH:17]=1.[H-].[Na+], predict the reaction product. The product is: [O:1]1[C:5]2[CH:6]=[C:7]([O:10][C:12]3[CH:13]=[CH:14][C:15]([N+:27]([O-:29])=[O:28])=[C:16]([CH2:18][NH:19][C:20](=[O:26])[O:21][C:22]([CH3:25])([CH3:23])[CH3:24])[CH:17]=3)[CH:8]=[CH:9][C:4]=2[CH2:3][CH2:2]1.